Dataset: NCI-60 drug combinations with 297,098 pairs across 59 cell lines. Task: Regression. Given two drug SMILES strings and cell line genomic features, predict the synergy score measuring deviation from expected non-interaction effect. Drug 1: C1=CC(=CC=C1CC(C(=O)O)N)N(CCCl)CCCl.Cl. Drug 2: CC=C1C(=O)NC(C(=O)OC2CC(=O)NC(C(=O)NC(CSSCCC=C2)C(=O)N1)C(C)C)C(C)C. Cell line: SK-MEL-28. Synergy scores: CSS=46.8, Synergy_ZIP=-0.257, Synergy_Bliss=-2.67, Synergy_Loewe=-30.5, Synergy_HSA=-3.98.